From a dataset of Catalyst prediction with 721,799 reactions and 888 catalyst types from USPTO. Predict which catalyst facilitates the given reaction. (1) Reactant: CN(C(ON1N=NC2C=CC=NC1=2)=[N+](C)C)C.F[P-](F)(F)(F)(F)F.[NH2:25][C:26]1[C:27]([C:36]([OH:38])=O)=[CH:28][C:29]2[C:34]([CH:35]=1)=[CH:33][CH:32]=[CH:31][CH:30]=2.S(C1C=CC(C)=CC=1)(O)(=O)=O.[NH2:50][C@@H:51]([C:63]([O:65][CH2:66][C:67]1[CH:72]=[CH:71][CH:70]=[CH:69][CH:68]=1)=[O:64])[CH2:52][C:53]([O:55][CH2:56][C:57]1[CH:62]=[CH:61][CH:60]=[CH:59][CH:58]=1)=[O:54].C(N(CC)C(C)C)(C)C.C([O-])(O)=O.[Na+]. Product: [NH2:25][C:26]1[C:27]([C:36]([NH:50][C@@H:51]([C:63]([O:65][CH2:66][C:67]2[CH:68]=[CH:69][CH:70]=[CH:71][CH:72]=2)=[O:64])[CH2:52][C:53]([O:55][CH2:56][C:57]2[CH:62]=[CH:61][CH:60]=[CH:59][CH:58]=2)=[O:54])=[O:38])=[CH:28][C:29]2[C:34]([CH:35]=1)=[CH:33][CH:32]=[CH:31][CH:30]=2. The catalyst class is: 39. (2) Reactant: Cl[C:2]1[N:7]=[C:6]([Cl:8])[N:5]=[C:4]([NH:9][C:10]2[N:11]=[CH:12][N:13]([CH3:15])[CH:14]=2)[N:3]=1.[F:16][C:17]1[CH:22]=[CH:21][C:20]([CH:23]([C:25]2[N:26]([CH3:30])[CH:27]=[CH:28][N:29]=2)[NH2:24])=[CH:19][CH:18]=1.CCN(C(C)C)C(C)C. Product: [Cl:8][C:6]1[N:7]=[C:2]([NH:24][CH:23]([C:20]2[CH:21]=[CH:22][C:17]([F:16])=[CH:18][CH:19]=2)[C:25]2[N:26]([CH3:30])[CH:27]=[CH:28][N:29]=2)[N:3]=[C:4]([NH:9][C:10]2[N:11]=[CH:12][N:13]([CH3:15])[CH:14]=2)[N:5]=1. The catalyst class is: 10. (3) Reactant: [CH3:1][C:2]1[C:7]2[O:8][CH2:9][C:10]3([CH2:12][CH2:11]3)[C:6]=2[C:5]([O:13][C:14]2[CH:19]=[CH:18][C:17]([N+:20]([O-])=O)=[CH:16][N:15]=2)=[CH:4][CH:3]=1.O.[Cl-].[NH4+]. Product: [CH3:1][C:2]1[C:7]2[O:8][CH2:9][C:10]3([CH2:12][CH2:11]3)[C:6]=2[C:5]([O:13][C:14]2[N:15]=[CH:16][C:17]([NH2:20])=[CH:18][CH:19]=2)=[CH:4][CH:3]=1. The catalyst class is: 7. (4) Reactant: [N+:1]([C:4]1[CH:12]=[C:11]([S:13]([CH3:16])(=[O:15])=[O:14])[CH:10]=[CH:9][C:5]=1[C:6]([OH:8])=O)([O-:3])=[O:2].[CH3:17][C:18]1[C:19]([NH2:23])=[N:20][O:21][N:22]=1.C(N(CC)CC)C.C(P1(=O)OP(=O)(CCC)OP(=O)(CCC)O1)CC. Product: [CH3:17][C:18]1[C:19]([NH:23][C:6](=[O:8])[C:5]2[CH:9]=[CH:10][C:11]([S:13]([CH3:16])(=[O:15])=[O:14])=[CH:12][C:4]=2[N+:1]([O-:3])=[O:2])=[N:20][O:21][N:22]=1. The catalyst class is: 172. (5) Reactant: [CH2:1]([NH:3][C:4]1[N:5]=[C:6]([S:12][CH3:13])[N:7]=[N:8][C:9]=1[CH:10]=O)[CH3:2].CO[C:16]1[CH:17]=[C:18]([CH2:24][C:25]#[N:26])[CH:19]=[C:20]([O:22][CH3:23])[CH:21]=1.[C:27](=[O:30])([O-])[O-].[K+].[K+]. Product: [CH3:23][O:22][C:20]1[CH:19]=[C:18]([C:24]2[C:25](=[NH:26])[N:3]([CH2:1][CH3:2])[C:4]3[N:5]=[C:6]([S:12][CH3:13])[N:7]=[N:8][C:9]=3[CH:10]=2)[CH:17]=[C:16]([O:30][CH3:27])[CH:21]=1. The catalyst class is: 1. (6) Reactant: C([O:8][C:9]1[CH:10]=[C:11]2[C:15](=[CH:16][CH:17]=1)[NH:14][C:13]1[C:18](=[O:23])[NH:19][CH2:20][CH2:21][CH2:22][C:12]2=1)C1C=CC=CC=1.C([O-])=O.[NH4+]. Product: [OH:8][C:9]1[CH:10]=[C:11]2[C:15](=[CH:16][CH:17]=1)[NH:14][C:13]1[C:18](=[O:23])[NH:19][CH2:20][CH2:21][CH2:22][C:12]2=1. The catalyst class is: 19. (7) Reactant: C([O:8][N:9]1[C:15](=[O:16])[N:14]2[CH2:17][C@H:10]1[CH2:11][CH2:12][C@H:13]2[C:18]([NH:20][O:21][C@@H:22]1[CH2:26][CH2:25][N:24]([C:27]([O:29][C:30]([CH3:33])([CH3:32])[CH3:31])=[O:28])[CH2:23]1)=[O:19])C1C=CC=CC=1.[H][H]. The catalyst class is: 19. Product: [OH:8][N:9]1[C:15](=[O:16])[N:14]2[CH2:17][C@H:10]1[CH2:11][CH2:12][C@H:13]2[C:18]([NH:20][O:21][C@@H:22]1[CH2:26][CH2:25][N:24]([C:27]([O:29][C:30]([CH3:33])([CH3:32])[CH3:31])=[O:28])[CH2:23]1)=[O:19].